From a dataset of Forward reaction prediction with 1.9M reactions from USPTO patents (1976-2016). Predict the product of the given reaction. (1) Given the reactants [Si:1]([O:18][CH2:19][CH2:20][CH2:21][C:22]1[CH:33]=[CH:32][C:25]([O:26][CH2:27][C:28]([O:30]C)=[O:29])=[CH:24][CH:23]=1)([C:14]([CH3:17])([CH3:16])[CH3:15])([C:8]1[CH:13]=[CH:12][CH:11]=[CH:10][CH:9]=1)[C:2]1[CH:7]=[CH:6][CH:5]=[CH:4][CH:3]=1.[OH-].[K+], predict the reaction product. The product is: [Si:1]([O:18][CH2:19][CH2:20][CH2:21][C:22]1[CH:33]=[CH:32][C:25]([O:26][CH2:27][C:28]([OH:30])=[O:29])=[CH:24][CH:23]=1)([C:14]([CH3:15])([CH3:16])[CH3:17])([C:8]1[CH:13]=[CH:12][CH:11]=[CH:10][CH:9]=1)[C:2]1[CH:7]=[CH:6][CH:5]=[CH:4][CH:3]=1. (2) Given the reactants Cl[C:2]1[N:10]=[C:9]([F:11])[N:8]=[C:7]2[C:3]=1[NH:4][CH:5]=[N:6]2.CCN(C(C)C)C(C)C.[CH3:21][C:22]1[C:23]([CH2:28][NH2:29])=[N:24][CH:25]=[CH:26][CH:27]=1, predict the reaction product. The product is: [F:11][C:9]1[N:8]=[C:7]2[C:3]([N:4]=[CH:5][NH:6]2)=[C:2]([NH:29][CH2:28][C:23]2[C:22]([CH3:21])=[CH:27][CH:26]=[CH:25][N:24]=2)[N:10]=1.